This data is from Forward reaction prediction with 1.9M reactions from USPTO patents (1976-2016). The task is: Predict the product of the given reaction. Given the reactants [OH:1][C:2]1[C:10]([O:11][CH3:12])=[CH:9][C:8]([C:13]2[N:14]([C:24]([O:26][C:27]([CH3:30])([CH3:29])[CH3:28])=[O:25])[C:15]3[C:20]([CH:21]=2)=[CH:19][C:18]([CH:22]=O)=[CH:17][CH:16]=3)=[C:7]2[C:3]=1[CH2:4][NH:5][C:6]2=[O:31].Cl.CN.[CH2:35]([N:37](CC)CC)C.C(O)(=O)C.C(O[BH-](OC(=O)C)OC(=O)C)(=O)C.[Na+], predict the reaction product. The product is: [OH:1][C:2]1[C:10]([O:11][CH3:12])=[CH:9][C:8]([C:13]2[N:14]([C:24]([O:26][C:27]([CH3:30])([CH3:28])[CH3:29])=[O:25])[C:15]3[C:20]([CH:21]=2)=[CH:19][C:18]([CH2:22][NH:37][CH3:35])=[CH:17][CH:16]=3)=[C:7]2[C:3]=1[CH2:4][NH:5][C:6]2=[O:31].